The task is: Predict the product of the given reaction.. This data is from Forward reaction prediction with 1.9M reactions from USPTO patents (1976-2016). (1) Given the reactants C(O)C.[N+:4]([C:7]1[CH:13]=[CH:12][C:11]([N:14]2[CH:18]=[CH:17][CH:16]=[N:15]2)=[CH:10][C:8]=1[NH2:9])([O-])=O.[Cl-].[NH4+], predict the reaction product. The product is: [N:14]1([C:11]2[CH:10]=[C:8]([NH2:9])[C:7]([NH2:4])=[CH:13][CH:12]=2)[CH:18]=[CH:17][CH:16]=[N:15]1. (2) Given the reactants [Cl:1][C:2]1[N:7]=[CH:6][C:5]([C:8]2[CH:13]=[CH:12][C:11]([C:14]#[N:15])=[CH:10][CH:9]=2)=[CH:4][N:3]=1.[CH:16]([N:19]1[CH2:24][CH2:23][NH:22][CH2:21][CH2:20]1)([CH3:18])[CH3:17], predict the reaction product. The product is: [ClH:1].[ClH:1].[CH:16]([N:19]1[CH2:24][CH2:23][N:22]([C:2]2[N:7]=[CH:6][C:5]([C:8]3[CH:13]=[CH:12][C:11]([C:14]#[N:15])=[CH:10][CH:9]=3)=[CH:4][N:3]=2)[CH2:21][CH2:20]1)([CH3:18])[CH3:17]. (3) Given the reactants [S:1]1[CH:5]=[CH:4][C:3]2[C:6](=[O:9])[CH2:7][CH2:8][C:2]1=2.[H-].[Na+].C[O:13][C:14](=O)[C:15]1[CH:20]=[CH:19][CH:18]=[C:17](Cl)[CH:16]=1.[ClH:23], predict the reaction product. The product is: [Cl:23][C:18]1[CH:19]=[CH:20][C:15]([C:14]([CH:7]2[CH2:8][C:2]3[S:1][CH:5]=[CH:4][C:3]=3[C:6]2=[O:9])=[O:13])=[CH:16][CH:17]=1. (4) Given the reactants [CH2:1]([O:3][C:4]1[CH:12]=[C:11]2[C:7]([CH:8]=[N:9][NH:10]2)=[CH:6][C:5]=1[NH:13][C:14]1[C:15]2[C:22]3[CH2:23][CH2:24][CH:25]([C:27]([OH:29])=O)[CH2:26][C:21]=3[S:20][C:16]=2[N:17]=[CH:18][N:19]=1)[CH3:2].[CH3:30][O:31][CH2:32][CH2:33][NH:34][CH2:35][CH2:36][O:37][CH3:38], predict the reaction product. The product is: [CH2:1]([O:3][C:4]1[CH:12]=[C:11]2[C:7]([CH:8]=[N:9][NH:10]2)=[CH:6][C:5]=1[NH:13][C:14]1[C:15]2[C:22]3[CH2:23][CH2:24][CH:25]([C:27]([N:34]([CH2:35][CH2:36][O:37][CH3:38])[CH2:33][CH2:32][O:31][CH3:30])=[O:29])[CH2:26][C:21]=3[S:20][C:16]=2[N:17]=[CH:18][N:19]=1)[CH3:2]. (5) Given the reactants C[N:2]1[C:6]([CH3:7])=[N:5][C:4]([C:8]2[CH:13]=[CH:12][N:11]3[CH:14]=[C:15]([NH:17][C:18]([NH:20][CH2:21][CH3:22])=[O:19])[N:16]=[C:10]3[CH:9]=2)=[N:3]1.Cl.N([O-])=O.[Na+].N[C:29](N)=O.C(=O)(O)[O-].[Na+], predict the reaction product. The product is: [CH3:29][N:3]1[C:4]([C:8]2[CH:13]=[CH:12][N:11]3[CH:14]=[C:15]([NH:17][C:18]([NH:20][CH2:21][CH3:22])=[O:19])[N:16]=[C:10]3[CH:9]=2)=[N:5][C:6]([CH3:7])=[N:2]1. (6) Given the reactants [CH3:1][C:2]1[C:11]([NH2:12])=[C:10]2[C:5]([C:6]([NH:13][C:14]3[CH:19]=[CH:18][CH:17]=[C:16]([C:20]([F:23])([F:22])[F:21])[CH:15]=3)=[N:7][CH:8]=[N:9]2)=[CH:4][CH:3]=1.Cl[C:25]1[C:30]([C:31]2[N:36]=[CH:35][N:34]=[C:33]([NH:37][CH3:38])[CH:32]=2)=[CH:29][CH:28]=[CH:27][N:26]=1.C[Si]([N-][Si](C)(C)C)(C)C.[Li+].C1COCC1, predict the reaction product. The product is: [CH3:1][C:2]1[C:11]([NH:12][C:25]2[C:30]([C:31]3[CH:32]=[C:33]([NH:37][CH3:38])[N:34]=[CH:35][N:36]=3)=[CH:29][CH:28]=[CH:27][N:26]=2)=[C:10]2[C:5]([C:6]([NH:13][C:14]3[CH:19]=[CH:18][CH:17]=[C:16]([C:20]([F:23])([F:21])[F:22])[CH:15]=3)=[N:7][CH:8]=[N:9]2)=[CH:4][CH:3]=1. (7) Given the reactants C([N:8]1[CH:13]2[CH2:14][CH2:15][CH:9]1[CH:10]=[C:11]([C:16]1[CH:21]=[CH:20][CH:19]=[CH:18][CH:17]=1)[CH2:12]2)C1C=CC=CC=1.C([O-])=O.[NH4+], predict the reaction product. The product is: [C:16]1([CH:11]2[CH2:10][CH:9]3[NH:8][CH:13]([CH2:14][CH2:15]3)[CH2:12]2)[CH:21]=[CH:20][CH:19]=[CH:18][CH:17]=1. (8) Given the reactants [CH2:1]([O:3][C:4]([N:6]1[CH2:11][CH2:10][N:9]([C:12]([CH:14]([NH:20][C:21]([C:23]2[CH:32]=[C:31]([O:33][C:34]3([C:38]([O:40]CC)=[O:39])[CH2:37][CH2:36][CH2:35]3)[C:30]3[C:25](=[CH:26][C:27]([CH3:43])=[CH:28][CH:29]=3)[N:24]=2)=[O:22])[CH2:15][CH2:16][C:17]([OH:19])=[O:18])=[O:13])[CH2:8][CH2:7]1)=[O:5])[CH3:2], predict the reaction product. The product is: [CH2:1]([O:3][C:4]([N:6]1[CH2:11][CH2:10][N:9]([C:12]([CH:14]([NH:20][C:21]([C:23]2[CH:32]=[C:31]([O:33][C:34]3([C:38]([OH:40])=[O:39])[CH2:37][CH2:36][CH2:35]3)[C:30]3[C:25](=[CH:26][C:27]([CH3:43])=[CH:28][CH:29]=3)[N:24]=2)=[O:22])[CH2:15][CH2:16][C:17]([OH:19])=[O:18])=[O:13])[CH2:8][CH2:7]1)=[O:5])[CH3:2].